This data is from Full USPTO retrosynthesis dataset with 1.9M reactions from patents (1976-2016). The task is: Predict the reactants needed to synthesize the given product. (1) Given the product [CH3:1][S:2]([C:5]1[CH:6]=[C:7]2[C:11](=[CH:12][CH:13]=1)[N:10]([CH2:14][C:15]1[CH:20]=[CH:19][C:18]([CH:21]3[CH2:26][CH2:25][NH:24][CH2:23][CH2:22]3)=[CH:17][N:16]=1)[CH:9]=[CH:8]2)(=[O:4])=[O:3], predict the reactants needed to synthesize it. The reactants are: [CH3:1][S:2]([C:5]1[CH:6]=[C:7]2[C:11](=[CH:12][CH:13]=1)[N:10]([CH2:14][C:15]1[CH:20]=[CH:19][C:18]([CH:21]3[CH2:26][CH2:25][N:24](C(OC(C)(C)C)=O)[CH2:23][CH2:22]3)=[CH:17][N:16]=1)[CH:9]=[CH:8]2)(=[O:4])=[O:3].FC(F)(F)C(O)=O. (2) Given the product [CH2:10]([N:12]1[C:24]2[CH2:19][CH2:20][CH:21]([CH:25]3[CH2:30][CH2:29][O:28][CH2:27][CH2:26]3)[CH2:22][C:23]=2[C:14]2[C:13]1=[CH:18][CH:17]=[C:16]([C:31]([N:33]([CH3:34])[CH2:35][CH2:36][CH2:37][C:38]([NH:4][CH3:1])=[O:40])=[O:32])[CH:15]=2)[CH3:11], predict the reactants needed to synthesize it. The reactants are: [CH:1]([N:4](CC)C(C)C)(C)C.[CH2:10]([N:12]1[C:24]2[CH2:23][CH2:22][CH:21]([CH:25]3[CH2:30][CH2:29][O:28][CH2:27][CH2:26]3)[CH2:20][C:19]=2[C:18]2[C:13]1=[CH:14][CH:15]=[C:16]([C:31]([N:33]([CH2:35][CH2:36][CH2:37][C:38]([OH:40])=O)[CH3:34])=[O:32])[CH:17]=2)[CH3:11].CN.CN(C(ON1N=NC2C=CC=NC1=2)=[N+](C)C)C.F[P-](F)(F)(F)(F)F. (3) Given the product [CH3:1][C:2]1[C:8]([O:9][CH3:10])=[CH:7][CH:6]=[CH:5][C:3]=1[OH:12], predict the reactants needed to synthesize it. The reactants are: [CH3:1][C:2]1[C:8]([O:9][CH3:10])=[CH:7][CH:6]=[CH:5][C:3]=1N.N([O-])=[O:12].[Na+].O. (4) The reactants are: O.[NH2:2][NH2:3].[CH3:4][C:5]1[C:12]([N+:13]([O-:15])=[O:14])=[CH:11][CH:10]=[CH:9][C:6]=1[CH2:7]Cl. Given the product [CH3:4][C:5]1[C:12]([N+:13]([O-:15])=[O:14])=[CH:11][CH:10]=[CH:9][C:6]=1[CH2:7][NH:2][NH2:3], predict the reactants needed to synthesize it. (5) Given the product [ClH:17].[CH2:1]([C:3]1[CH:7]=[C:6]([CH2:8][NH2:9])[O:5][N:4]=1)[CH3:2], predict the reactants needed to synthesize it. The reactants are: [CH2:1]([C:3]1[CH:7]=[C:6]([CH2:8][NH:9]C(=O)OC(C)(C)C)[O:5][N:4]=1)[CH3:2].[ClH:17]. (6) Given the product [C:36]([O:35][C:33]([NH:32][C@@H:21]([CH2:20][C:19]([NH:42][C@@H:43]([CH2:49][SH:50])[C:44]([O:46][CH2:47][CH3:48])=[O:45])=[O:52])[C:22]([O:24][CH2:25][C:26]1[CH:27]=[CH:28][CH:29]=[CH:30][CH:31]=1)=[O:23])=[O:34])([CH3:37])([CH3:38])[CH3:39], predict the reactants needed to synthesize it. The reactants are: CCN(C(C)C)C(C)C.C(SC(=O)[CH2:19][CH2:20][C@H:21]([NH:32][C:33]([O:35][C:36]([CH3:39])([CH3:38])[CH3:37])=[O:34])[C:22]([O:24][CH2:25][C:26]1[CH:31]=[CH:30][CH:29]=[CH:28][CH:27]=1)=[O:23])C1C=CC=CC=1.Cl.[NH2:42][C@@H:43]([CH2:49][SH:50])[C:44]([O:46][CH2:47][CH3:48])=[O:45].C(CCP(CCC(O)=O)CCC(O)=O)(O)=[O:52].